Dataset: Catalyst prediction with 721,799 reactions and 888 catalyst types from USPTO. Task: Predict which catalyst facilitates the given reaction. Reactant: [C:1]([O:5][C:6]([NH:8][C@H:9]([CH:13]([CH3:15])[CH3:14])[C:10]([OH:12])=O)=[O:7])([CH3:4])([CH3:3])[CH3:2].CN(C(ON1N=N[C:26]2[CH:27]=[CH:28][CH:29]=[N:30][C:25]1=2)=[N+](C)C)C.F[P-](F)(F)(F)(F)F.C1(N)CCCC1.CCN(CC)CC. Product: [CH:25]1([NH:30][C:10](=[O:12])[C@H:9]([NH:8][C:6](=[O:7])[O:5][C:1]([CH3:2])([CH3:3])[CH3:4])[CH:13]([CH3:15])[CH3:14])[CH2:26][CH2:27][CH2:28][CH2:29]1. The catalyst class is: 2.